This data is from Full USPTO retrosynthesis dataset with 1.9M reactions from patents (1976-2016). The task is: Predict the reactants needed to synthesize the given product. (1) Given the product [ClH:63].[ClH:63].[O:23]=[C:24]1[CH2:29][S:28][C:27]2=[CH:30][N:31]=[C:32]([CH2:34][NH:1][CH:2]3[CH2:3][CH2:4][N:5]([CH2:8][C@H:9]4[N:19]5[C:20]6[N:11]([C:12](=[O:22])[CH:13]=[CH:14][C:15]=6[CH:16]=[CH:17][C:18]5=[O:21])[CH2:10]4)[CH2:6][CH2:7]3)[NH:33][C:26]2=[N:25]1, predict the reactants needed to synthesize it. The reactants are: [NH2:1][CH:2]1[CH2:7][CH2:6][N:5]([CH2:8][C@H:9]2[N:19]3[C:20]4[N:11]([C:12](=[O:22])[CH:13]=[CH:14][C:15]=4[CH:16]=[CH:17][C:18]3=[O:21])[CH2:10]2)[CH2:4][CH2:3]1.[O:23]=[C:24]1[CH2:29][S:28][C:27]2=[CH:30][N:31]=[C:32]([CH:34]=O)[NH:33][C:26]2=[N:25]1.C(=O)(O)[O-].[Na+].[O-]S([O-])(=O)=O.[Na+].[Na+].C(O[BH-](OC(=O)C)OC(=O)C)(=O)C.[Na+].C(Cl)[Cl:63].CO. (2) The reactants are: C([O:9][CH2:10][C@@H:11]1[C@@H:15]([O:16]C(=O)C2C=CC=CC=2)[C@:14]([F:26])([CH3:25])[C@H:13]([N:27]2[C:31]3[N:32]=[CH:33][N:34]=[C:35](Cl)[C:30]=3[C:29]([I:37])=[CH:28]2)[O:12]1)(=O)C1C=CC=CC=1.[NH3:38]. Given the product [NH2:38][C:35]1[C:30]2[C:29]([I:37])=[CH:28][N:27]([C@@H:13]3[O:12][C@H:11]([CH2:10][OH:9])[C@@H:15]([OH:16])[C@:14]3([F:26])[CH3:25])[C:31]=2[N:32]=[CH:33][N:34]=1, predict the reactants needed to synthesize it. (3) Given the product [Cl:23][C:17]1[CH:18]=[C:19]([Cl:22])[CH:20]=[CH:21][C:16]=1[CH2:15][NH:14][C@H:11]1[CH2:12][CH2:13][N:9]([C:4]2[N:3]=[C:2]([CH3:24])[C:7]([F:8])=[CH:6][N:5]=2)[CH2:10]1, predict the reactants needed to synthesize it. The reactants are: Cl[C:2]1[C:7]([F:8])=[CH:6][N:5]=[C:4]([N:9]2[CH2:13][CH2:12][C@H:11]([NH:14][CH2:15][C:16]3[CH:21]=[CH:20][C:19]([Cl:22])=[CH:18][C:17]=3[Cl:23])[CH2:10]2)[N:3]=1.[CH3:24][Al](C)C. (4) Given the product [C:1]([C:4]1[N:9]=[C:8]([C:27]2[CH:26]=[CH:25][C:24]([O:23][C:22]3[CH:21]=[CH:20][C:19]([F:18])=[CH:40][CH:39]=3)=[CH:29][CH:28]=2)[N:7]=[C:6]([NH:11][C@@H:12]([CH3:17])[C:13]([O:15][CH3:16])=[O:14])[CH:5]=1)(=[O:3])[NH2:2], predict the reactants needed to synthesize it. The reactants are: [C:1]([C:4]1[N:9]=[C:8](Cl)[N:7]=[C:6]([NH:11][C@@H:12]([CH3:17])[C:13]([O:15][CH3:16])=[O:14])[CH:5]=1)(=[O:3])[NH2:2].[F:18][C:19]1[CH:40]=[CH:39][C:22]([O:23][C:24]2[CH:29]=[CH:28][C:27](B3OC(C)(C)C(C)(C)O3)=[CH:26][CH:25]=2)=[CH:21][CH:20]=1.C([O-])([O-])=O.[Na+].[Na+]. (5) Given the product [P:33]([OH:37])([OH:36])([OH:35])=[O:34].[F:1][C:2]1[CH:7]=[C:6]([N:8]2[CH2:12][C@H:11]([CH2:13][NH:14][C:15](=[O:17])[CH3:16])[O:10][C:9]2=[O:18])[CH:5]=[CH:4][C:3]=1[C:19]1[CH:24]=[CH:23][C:22]([CH2:25][NH:26][CH2:27][C:28]2[NH:32][N:31]=[N:30][CH:29]=2)=[CH:21][CH:20]=1, predict the reactants needed to synthesize it. The reactants are: [F:1][C:2]1[CH:7]=[C:6]([N:8]2[CH2:12][C@H:11]([CH2:13][NH:14][C:15](=[O:17])[CH3:16])[O:10][C:9]2=[O:18])[CH:5]=[CH:4][C:3]=1[C:19]1[CH:24]=[CH:23][C:22]([CH2:25][NH:26][CH2:27][C:28]2[NH:32][N:31]=[N:30][CH:29]=2)=[CH:21][CH:20]=1.[P:33](=[O:37])([OH:36])([OH:35])[OH:34].O1CCCC1.